This data is from Reaction yield outcomes from USPTO patents with 853,638 reactions. The task is: Predict the reaction yield, written as a fraction of the theoretical maximum amount of product (1.0 means a 100% yield; for example, 0.34 means a 34% yield). (1) The reactants are [N:1]1([C:7]2[N:12]=[C:11]([N:13]3[CH:18]4[CH2:19][CH2:20][CH:14]3[CH2:15][O:16][CH2:17]4)[N:10]=[C:9]([C:21]3[CH:27]=[CH:26][C:24]([NH2:25])=[CH:23][CH:22]=3)[N:8]=2)[CH2:6][CH2:5][O:4][CH2:3][CH2:2]1.ClC(Cl)(O[C:32](=[O:38])OC(Cl)(Cl)Cl)Cl.[CH2:40]([CH2:42][NH2:43])[OH:41]. No catalyst specified. The product is [OH:41][CH2:40][CH2:42][NH:43][C:32]([NH:25][C:24]1[CH:26]=[CH:27][C:21]([C:9]2[N:8]=[C:7]([N:1]3[CH2:2][CH2:3][O:4][CH2:5][CH2:6]3)[N:12]=[C:11]([N:13]3[CH:14]4[CH2:20][CH2:19][CH:18]3[CH2:17][O:16][CH2:15]4)[N:10]=2)=[CH:22][CH:23]=1)=[O:38]. The yield is 0.530. (2) The reactants are [N+]([C:4]1[CH:9]=[CH:8][CH:7]=[CH:6][C:5]=1[N+:10]([O-:12])=[O:11])([O-])=O.[F:13][C:14]1[CH:19]=[CH:18][C:17]([OH:20])=[CH:16][CH:15]=1.C(=O)([O-])[O-].[Cs+].[Cs+]. The catalyst is CS(C)=O.O. The product is [F:13][C:14]1[CH:19]=[CH:18][C:17]([O:20][C:9]2[CH:4]=[C:5]([N+:10]([O-:12])=[O:11])[CH:6]=[CH:7][CH:8]=2)=[CH:16][CH:15]=1. The yield is 0.690. (3) The reactants are [C:1]([C:3]1[CH:8]=[CH:7][C:6]([NH:9][C@H:10]2[CH2:14][CH2:13][C@@H:12]([C:15]([O:17][CH2:18][CH3:19])=[O:16])[CH2:11]2)=[CH:5][CH:4]=1)#[N:2].[NH2:20][OH:21]. The catalyst is C(O)C. The product is [OH:21]/[N:20]=[C:1](/[C:3]1[CH:4]=[CH:5][C:6]([NH:9][C@H:10]2[CH2:14][CH2:13][C@@H:12]([C:15]([O:17][CH2:18][CH3:19])=[O:16])[CH2:11]2)=[CH:7][CH:8]=1)\[NH2:2]. The yield is 0.900. (4) The reactants are [Si](OC[CH2:10]/[CH:11]=[CH:12]/[C:13]1[N:17]2[CH2:18][CH2:19][CH2:20][N:21]([CH3:23])[CH2:22][C:16]2=[C:15]([C:24]([NH:26][C@@H:27]([C:32]([CH3:35])([CH3:34])[CH3:33])[C:28]([NH:30][CH3:31])=[O:29])=[O:25])[N:14]=1)(C(C)(C)C)(C)C.CC[CH2:38][CH2:39][N+:40](CCCC)(CCCC)[CH2:41][CH2:42]CC.[F-].C1C[O:57]CC1. No catalyst specified. The product is [CH3:35][C:32]([CH3:34])([CH3:33])[C@H:27]([NH:26][C:24]([C:15]1[N:14]=[C:13](/[CH:12]=[CH:11]/[CH2:10][N:40]2[CH2:41][CH2:42][O:57][CH2:38][CH2:39]2)[N:17]2[CH2:18][CH2:19][CH2:20][N:21]([CH3:23])[CH2:22][C:16]=12)=[O:25])[C:28]([NH:30][CH3:31])=[O:29]. The yield is 0.700. (5) The reactants are [CH:1]([C:3]1[NH:7][C:6]([C:8]([OH:10])=O)=[C:5]([CH3:11])[CH:4]=1)=[O:2].C1C=CC2N(O)N=NC=2C=1.C(Cl)CCl.[NH:26]1[CH2:31][CH2:30][O:29][CH2:28][CH2:27]1. The catalyst is CN(C=O)C.C(OCC)(=O)C. The product is [CH3:11][C:5]1[CH:4]=[C:3]([CH:1]=[O:2])[NH:7][C:6]=1[C:8]([N:26]1[CH2:31][CH2:30][O:29][CH2:28][CH2:27]1)=[O:10]. The yield is 0.890. (6) The reactants are [OH:1]O.[Br:3][C:4]1[C:12]2[O:13][CH2:14][CH2:15][C:11]=2[C:10]2/[C:9](=[CH:16]/[C:17]#[N:18])/[CH2:8][CH2:7][C:6]=2[C:5]=1[Br:19].[OH-].[K+]. The catalyst is CS(C)=O.O. The product is [Br:3][C:4]1[C:12]2[O:13][CH2:14][CH2:15][C:11]=2[C:10]2[C:9]([CH2:16][C:17]([NH2:18])=[O:1])=[CH:8][CH2:7][C:6]=2[C:5]=1[Br:19]. The yield is 0.400. (7) The reactants are Br[C:2]1[CH:10]=[C:9]2[C:5]([CH:6]=[N:7][N:8]2[CH2:11][CH:12]([CH3:14])[CH3:13])=[CH:4][C:3]=1[O:15][C:16]1[CH:21]=[CH:20][C:19]([F:22])=[CH:18][C:17]=1[F:23].C[C:25]([N:27](C)C)=O. No catalyst specified. The product is [F:23][C:17]1[CH:18]=[C:19]([F:22])[CH:20]=[CH:21][C:16]=1[O:15][C:3]1[CH:4]=[C:5]2[C:9](=[CH:10][C:2]=1[C:25]#[N:27])[N:8]([CH2:11][CH:12]([CH3:14])[CH3:13])[N:7]=[CH:6]2. The yield is 0.950. (8) The reactants are [C@H:1]12[N:8]([C:9]([C:11]3[C:12]([N:18]4[CH:22]=[CH:21][N:20]=[N:19]4)=[N:13][C:14]([CH3:17])=[CH:15][CH:16]=3)=[O:10])[CH2:7][C@H:6]1[CH2:5][CH2:4][NH:3][CH2:2]2.Cl[C:24]1[N:29]=[C:28]([CH3:30])[C:27]([CH3:31])=[C:26]([CH3:32])[N:25]=1.CCN(C(C)C)C(C)C. The catalyst is C(#N)C. The product is [CH3:17][C:14]1[N:13]=[C:12]([N:18]2[CH:22]=[CH:21][N:20]=[N:19]2)[C:11]([C:9]([N:8]2[C@H:1]3[C@H:6]([CH2:5][CH2:4][N:3]([C:24]4[N:29]=[C:28]([CH3:30])[C:27]([CH3:31])=[C:26]([CH3:32])[N:25]=4)[CH2:2]3)[CH2:7]2)=[O:10])=[CH:16][CH:15]=1. The yield is 0.420. (9) The reactants are [Cl:1][C:2]1[CH:17]=[CH:16][C:15]([Cl:18])=[CH:14][C:3]=1[O:4][C:5]1[C:10]([C:11]([OH:13])=O)=[CH:9][N:8]=[CH:7][N:6]=1.[NH:19]1[C:28]2[C:23](=[CH:24][CH:25]=[CH:26][CH:27]=2)[NH:22][CH2:21][CH2:20]1. No catalyst specified. The product is [Cl:1][C:2]1[CH:17]=[CH:16][C:15]([Cl:18])=[CH:14][C:3]=1[O:4][C:5]1[C:10]([C:11]([N:19]2[C:28]3[C:23](=[CH:24][CH:25]=[CH:26][CH:27]=3)[NH:22][CH2:21][CH2:20]2)=[O:13])=[CH:9][N:8]=[CH:7][N:6]=1. The yield is 0.200.